Dataset: Full USPTO retrosynthesis dataset with 1.9M reactions from patents (1976-2016). Task: Predict the reactants needed to synthesize the given product. (1) Given the product [CH3:1][C:2]1[CH:3]=[CH:4][C:5]([S:8]([O:11][CH2:12][CH:13]2[CH2:17][C:16]3[CH:18]=[CH:19][CH:20]=[C:21]([NH:22][C:24]4[CH:29]=[CH:28][C:27]([Cl:30])=[CH:26][CH:25]=4)[C:15]=3[O:14]2)(=[O:10])=[O:9])=[CH:6][CH:7]=1, predict the reactants needed to synthesize it. The reactants are: [CH3:1][C:2]1[CH:7]=[CH:6][C:5]([S:8]([O:11][CH2:12][CH:13]2[CH2:17][C:16]3[CH:18]=[CH:19][CH:20]=[C:21]([NH2:22])[C:15]=3[O:14]2)(=[O:10])=[O:9])=[CH:4][CH:3]=1.Br[C:24]1[CH:29]=[CH:28][C:27]([Cl:30])=[CH:26][CH:25]=1.CC1C=CC(S(OCC2CC3C(C4C=CC=CC=4)=CC=CC=3O2)(=O)=O)=CC=1. (2) Given the product [NH2:1][C:2]1[C:11]2[CH:10]=[CH:9][CH:8]=[C:7]([C:33]3[C:28]([O:27][CH3:26])=[N:29][CH:30]=[CH:31][CH:32]=3)[C:6]=2[N:5]=[C:4]2[CH2:13][N:14]([CH2:17][C:18]3[CH:23]=[CH:22][C:21]([O:24][CH3:25])=[CH:20][CH:19]=3)[C:15](=[O:16])[C:3]=12, predict the reactants needed to synthesize it. The reactants are: [NH2:1][C:2]1[C:11]2[CH:10]=[CH:9][CH:8]=[C:7](Br)[C:6]=2[N:5]=[C:4]2[CH2:13][N:14]([CH2:17][C:18]3[CH:23]=[CH:22][C:21]([O:24][CH3:25])=[CH:20][CH:19]=3)[C:15](=[O:16])[C:3]=12.[CH3:26][O:27][C:28]1[C:33](B(O)O)=[CH:32][CH:31]=[CH:30][N:29]=1. (3) Given the product [CH3:11][S:12][C:2]1[CH:9]=[CH:8][CH:7]=[CH:6][C:3]=1[C:4]#[N:5], predict the reactants needed to synthesize it. The reactants are: Cl[C:2]1[CH:9]=[CH:8][CH:7]=[CH:6][C:3]=1[C:4]#[N:5].[Na].[CH3:11][SH:12].